This data is from Catalyst prediction with 721,799 reactions and 888 catalyst types from USPTO. The task is: Predict which catalyst facilitates the given reaction. (1) Reactant: Cl[C:2]1[C:7]2[C:8]([CH3:11])=[N:9][NH:10][C:6]=2[CH:5]=[CH:4][N:3]=1.[CH3:12][O:13][C:14]1[CH:19]=[C:18]([O:20][CH3:21])[CH:17]=[CH:16][C:15]=1[CH2:22][NH2:23]. Product: [CH3:12][O:13][C:14]1[CH:19]=[C:18]([O:20][CH3:21])[CH:17]=[CH:16][C:15]=1[CH2:22][NH:23][C:2]1[C:7]2[C:8]([CH3:11])=[N:9][NH:10][C:6]=2[CH:5]=[CH:4][N:3]=1. The catalyst class is: 51. (2) Reactant: [CH3:1][O:2][C:3](=[O:37])[C:4]1[CH:9]=[CH:8][C:7](/[CH:10]=[CH:11]/[C:12]2[C:21]([CH2:22][CH2:23][CH2:24][O:25][Si](C(C)(C)C)(C)C)=[CH:20][C:19]3[C:18]([CH3:34])([CH3:33])[CH2:17][CH2:16][C:15]([CH3:36])([CH3:35])[C:14]=3[CH:13]=2)=[CH:6][CH:5]=1.[F-].C([N+](CCCC)(CCCC)CCCC)CCC. Product: [CH3:1][O:2][C:3](=[O:37])[C:4]1[CH:5]=[CH:6][C:7](/[CH:10]=[CH:11]/[C:12]2[C:21]([CH2:22][CH2:23][CH2:24][OH:25])=[CH:20][C:19]3[C:18]([CH3:33])([CH3:34])[CH2:17][CH2:16][C:15]([CH3:36])([CH3:35])[C:14]=3[CH:13]=2)=[CH:8][CH:9]=1. The catalyst class is: 30. (3) Reactant: [O:1]1[CH2:5][CH2:4][O:3][CH:2]1[C:6]1[CH:27]=[C:9]2[C:10]([CH:16](O)[CH2:17][C:18]3[C:23]([Cl:24])=[CH:22][N:21]=[CH:20][C:19]=3[Cl:25])=[CH:11][CH:12]=[C:13]([O:14][CH3:15])[N:8]2[N:7]=1.N1C=CC=CC=1.FC(F)(F)S(OS(C(F)(F)F)(=O)=O)(=O)=O.[OH-].[Na+]. Product: [Cl:24][C:23]1[CH:22]=[N:21][CH:20]=[C:19]([Cl:25])[C:18]=1[CH:17]=[CH:16][C:10]1[C:9]2[N:8]([N:7]=[C:6]([CH:2]3[O:3][CH2:4][CH2:5][O:1]3)[CH:27]=2)[C:13]([O:14][CH3:15])=[CH:12][CH:11]=1. The catalyst class is: 46.